Dataset: Peptide-MHC class I binding affinity with 185,985 pairs from IEDB/IMGT. Task: Regression. Given a peptide amino acid sequence and an MHC pseudo amino acid sequence, predict their binding affinity value. This is MHC class I binding data. (1) The binding affinity (normalized) is 0. The MHC is HLA-A33:01 with pseudo-sequence HLA-A33:01. The peptide sequence is RVNKGTGVK. (2) The peptide sequence is AIEPSGNNY. The MHC is HLA-A68:01 with pseudo-sequence HLA-A68:01. The binding affinity (normalized) is 0. (3) The peptide sequence is PENQEDPLVL. The MHC is HLA-B44:03 with pseudo-sequence HLA-B44:03. The binding affinity (normalized) is 0. (4) The peptide sequence is FPVRPQVPLR. The MHC is HLA-A31:01 with pseudo-sequence HLA-A31:01. The binding affinity (normalized) is 0.295.